From a dataset of Catalyst prediction with 721,799 reactions and 888 catalyst types from USPTO. Predict which catalyst facilitates the given reaction. (1) Reactant: [CH3:1][C:2]1[N:6]=[C:5]([C:7]2[CH:12]=[CH:11][C:10]([C@@H:13]3[O:18][CH2:17][CH2:16][N:15](C(OC(C)(C)C)=O)[CH2:14]3)=[CH:9][CH:8]=2)[O:4][N:3]=1.[ClH:26]. Product: [ClH:26].[CH3:1][C:2]1[N:6]=[C:5]([C:7]2[CH:12]=[CH:11][C:10]([C@@H:13]3[O:18][CH2:17][CH2:16][NH:15][CH2:14]3)=[CH:9][CH:8]=2)[O:4][N:3]=1. The catalyst class is: 13. (2) Reactant: [Br:1][C:2]1[CH:10]=[CH:9][C:8]([Br:11])=[CH:7][C:3]=1[C:4]([OH:6])=O.C(Cl)(=O)C(Cl)=O.CN(C=O)C.[CH3:23][N:24]([CH3:32])[CH:25]=[CH:26][C:27]([O:29][CH2:30][CH3:31])=[O:28]. Product: [Br:1][C:2]1[CH:10]=[CH:9][C:8]([Br:11])=[CH:7][C:3]=1[C:4](/[C:26](=[CH:25]/[N:24]([CH3:32])[CH3:23])/[C:27]([O:29][CH2:30][CH3:31])=[O:28])=[O:6]. The catalyst class is: 91. (3) Reactant: [OH:1][C:2]1[CH:3]=[N:4][CH:5]=[C:6]([CH:11]=1)[C:7]([O:9][CH3:10])=[O:8].[Cl:12][O-].[Na+].Cl. Product: [Cl:12][C:3]1[C:2]([OH:1])=[CH:11][C:6]([C:7]([O:9][CH3:10])=[O:8])=[CH:5][N:4]=1. The catalyst class is: 6. (4) Reactant: C[O:2][C:3](=[O:36])[C:4]1[CH:9]=[CH:8][CH:7]=[CH:6][C:5]=1[NH:10][C:11]1[N:15]([C:16]2[CH:21]=[C:20]([CH3:22])[CH:19]=[CH:18][C:17]=2[CH3:23])[N:14]=[C:13]([CH3:24])[C:12]=1[C:25]1[CH:26]=[C:27]2[C:32](=[C:33]([F:35])[CH:34]=1)[N:31]=[CH:30][CH:29]=[N:28]2.[OH-].[Na+].Cl. Product: [CH3:23][C:17]1[CH:18]=[CH:19][C:20]([CH3:22])=[CH:21][C:16]=1[N:15]1[C:11]([NH:10][C:5]2[CH:6]=[CH:7][CH:8]=[CH:9][C:4]=2[C:3]([OH:36])=[O:2])=[C:12]([C:25]2[CH:26]=[C:27]3[C:32](=[C:33]([F:35])[CH:34]=2)[N:31]=[CH:30][CH:29]=[N:28]3)[C:13]([CH3:24])=[N:14]1. The catalyst class is: 38.